The task is: Predict which catalyst facilitates the given reaction.. This data is from Catalyst prediction with 721,799 reactions and 888 catalyst types from USPTO. Reactant: CN(C)C=[CH:4][C:5]1[C:10]([N+:11]([O-:13])=[O:12])=[CH:9][N:8]=[C:7]([O:14][C:15]2[CH:20]=[CH:19][CH:18]=[CH:17][CH:16]=2)[CH:6]=1.I([O-])(=O)(=O)=[O:23].[Na+].CCOC(C)=O. Product: [N+:11]([C:10]1[C:5]([CH:4]=[O:23])=[CH:6][C:7]([O:14][C:15]2[CH:20]=[CH:19][CH:18]=[CH:17][CH:16]=2)=[N:8][CH:9]=1)([O-:13])=[O:12]. The catalyst class is: 20.